Dataset: NCI-60 drug combinations with 297,098 pairs across 59 cell lines. Task: Regression. Given two drug SMILES strings and cell line genomic features, predict the synergy score measuring deviation from expected non-interaction effect. (1) Drug 1: CCN(CC)CCNC(=O)C1=C(NC(=C1C)C=C2C3=C(C=CC(=C3)F)NC2=O)C. Drug 2: CCC1(CC2CC(C3=C(CCN(C2)C1)C4=CC=CC=C4N3)(C5=C(C=C6C(=C5)C78CCN9C7C(C=CC9)(C(C(C8N6C)(C(=O)OC)O)OC(=O)C)CC)OC)C(=O)OC)O.OS(=O)(=O)O. Cell line: HL-60(TB). Synergy scores: CSS=38.2, Synergy_ZIP=6.53, Synergy_Bliss=8.63, Synergy_Loewe=12.6, Synergy_HSA=12.6. (2) Cell line: SN12C. Drug 2: C1CNP(=O)(OC1)N(CCCl)CCCl. Synergy scores: CSS=28.8, Synergy_ZIP=2.52, Synergy_Bliss=3.11, Synergy_Loewe=-17.7, Synergy_HSA=1.29. Drug 1: C1=CC(=CC=C1CCC2=CNC3=C2C(=O)NC(=N3)N)C(=O)NC(CCC(=O)O)C(=O)O. (3) Drug 1: CC1=C(C=C(C=C1)NC(=O)C2=CC=C(C=C2)CN3CCN(CC3)C)NC4=NC=CC(=N4)C5=CN=CC=C5. Drug 2: CNC(=O)C1=NC=CC(=C1)OC2=CC=C(C=C2)NC(=O)NC3=CC(=C(C=C3)Cl)C(F)(F)F. Cell line: SR. Synergy scores: CSS=4.05, Synergy_ZIP=-1.58, Synergy_Bliss=-2.78, Synergy_Loewe=-0.830, Synergy_HSA=-1.47. (4) Drug 1: C1=CC(=CC=C1CCC2=CNC3=C2C(=O)NC(=N3)N)C(=O)NC(CCC(=O)O)C(=O)O. Drug 2: CC1CCC2CC(C(=CC=CC=CC(CC(C(=O)C(C(C(=CC(C(=O)CC(OC(=O)C3CCCCN3C(=O)C(=O)C1(O2)O)C(C)CC4CCC(C(C4)OC)OCCO)C)C)O)OC)C)C)C)OC. Cell line: SK-OV-3. Synergy scores: CSS=40.6, Synergy_ZIP=-6.62, Synergy_Bliss=-10.1, Synergy_Loewe=-4.92, Synergy_HSA=-3.70. (5) Drug 1: CCCS(=O)(=O)NC1=C(C(=C(C=C1)F)C(=O)C2=CNC3=C2C=C(C=N3)C4=CC=C(C=C4)Cl)F. Drug 2: CN(C)C1=NC(=NC(=N1)N(C)C)N(C)C. Cell line: SF-539. Synergy scores: CSS=4.01, Synergy_ZIP=1.67, Synergy_Bliss=4.99, Synergy_Loewe=0.594, Synergy_HSA=2.42. (6) Drug 1: CN(C)C1=NC(=NC(=N1)N(C)C)N(C)C. Drug 2: CC1C(C(CC(O1)OC2CC(CC3=C2C(=C4C(=C3O)C(=O)C5=CC=CC=C5C4=O)O)(C(=O)C)O)N)O. Cell line: SR. Synergy scores: CSS=39.0, Synergy_ZIP=1.27, Synergy_Bliss=0.262, Synergy_Loewe=-26.7, Synergy_HSA=0.766. (7) Drug 2: CS(=O)(=O)OCCCCOS(=O)(=O)C. Drug 1: COC1=CC(=CC(=C1O)OC)C2C3C(COC3=O)C(C4=CC5=C(C=C24)OCO5)OC6C(C(C7C(O6)COC(O7)C8=CC=CS8)O)O. Cell line: NCI-H460. Synergy scores: CSS=52.0, Synergy_ZIP=-0.623, Synergy_Bliss=4.30, Synergy_Loewe=-10.2, Synergy_HSA=6.56.